This data is from Peptide-MHC class I binding affinity with 185,985 pairs from IEDB/IMGT. The task is: Regression. Given a peptide amino acid sequence and an MHC pseudo amino acid sequence, predict their binding affinity value. This is MHC class I binding data. The peptide sequence is STERVRELA. The MHC is HLA-B15:03 with pseudo-sequence HLA-B15:03. The binding affinity (normalized) is 0.